From a dataset of Experimentally validated miRNA-target interactions with 360,000+ pairs, plus equal number of negative samples. Binary Classification. Given a miRNA mature sequence and a target amino acid sequence, predict their likelihood of interaction. (1) The miRNA is hsa-miR-29b-1-5p with sequence GCUGGUUUCAUAUGGUGGUUUAGA. The protein sequence of the target gene is MSGFSPELIDYLEGKISFEEFERRREERKTREKKSLQEKGKLSAEENPDDSEVPSSSGINSTKSQDKDVNEGETSDGVRKSVHKVFASMLGENEDDEEEEEEEEEEEEEEETPEQPTAGDVFVLEMVLNRETKKMMKEKRPRSKLPRALRGLMGEANIRFARGEREEAILMCMEIIRQAPLAYEPFSTLAMIYEDQGDMEKSLQFELIAAHLNPSDTEEWVRLAEMSLEQDNIKQAIFCYTKALKYEPTNVRYLWERSSLYEQMGDHKMAMDGYRRILNLLSPSDGERFMQLARDMAKSY.... Result: 1 (interaction). (2) The miRNA is mmu-miR-10b-5p with sequence UACCCUGUAGAACCGAAUUUGUG. The protein sequence of the target gene is MLASVAGPVSLALVLLLCTRPATGQDCSAQCQCAAEAAPRCPAGVSLVLDGCGCCRVCAKQLGELCTERDPCDPHKGLFCDFGSPANRKIGVCTAKDGAPCVFGGSVYRSGESFQSSCKYQCTCLDGAVGCVPLCSMDVRLPSPDCPFPRRVKLPGKCCEEWVCDEPKDRTVVGPALAAYRLEDTFGPDPTMMRANCLVQTTEWSACSKTCGMGISTRVTNDNTFCRLEKQSRLCMVRPCEADLEENIKKGKKCIRTPKIAKPVKFELSGCTSVKTYRAKFCGVCTDGRCCTPHRTTTLP.... Result: 0 (no interaction). (3) The miRNA is hsa-miR-4449 with sequence CGUCCCGGGGCUGCGCGAGGCA. The protein sequence of the target gene is MLRLLRLALAFYGRTADPAERQGPQQQGLPQGDTQLTTVQGVVTSFCGDYGMIDESIYFSSDVVTGNVPLKVGQKVNVVVEEDKPHYGLRAIKVDVVPRHLYGAGPSDSGTRVLIGCVTSINEDNIYISNSIYFSIAIVSEDFVPYKGDLLEVEYSTEPGISNIKATSVKPIRCIHTEEVCITSVHGRNGVIDYTIFFTLDSVKLPDGYVPQVDDIVNVVMVESIQFCFIWRAISITPVHKSSSGFQDDGGLGRPKRERRSQSI. Result: 0 (no interaction).